Dataset: Peptide-MHC class I binding affinity with 185,985 pairs from IEDB/IMGT. Task: Regression. Given a peptide amino acid sequence and an MHC pseudo amino acid sequence, predict their binding affinity value. This is MHC class I binding data. The peptide sequence is NQLDSSNKSM. The MHC is HLA-A02:02 with pseudo-sequence HLA-A02:02. The binding affinity (normalized) is 0.308.